This data is from Full USPTO retrosynthesis dataset with 1.9M reactions from patents (1976-2016). The task is: Predict the reactants needed to synthesize the given product. (1) Given the product [Br:1][C:2]1[CH:3]=[C:4]([C:8]2([C:11]([OH:13])=[O:12])[CH2:9][CH2:10]2)[CH:5]=[N:6][CH:7]=1, predict the reactants needed to synthesize it. The reactants are: [Br:1][C:2]1[CH:3]=[C:4]([C:8]2([C:11]([O:13]C)=[O:12])[CH2:10][CH2:9]2)[CH:5]=[N:6][CH:7]=1.[OH-].[Na+]. (2) Given the product [C:1]([O:5][C:6]([N:8]1[CH2:12][C@:11]([CH2:13][N:38]=[N+:39]=[N-:40])([F:15])[CH2:10][C@H:9]1[C:16]([O:18][CH2:19][C:20]1[CH:25]=[CH:24][CH:23]=[CH:22][CH:21]=1)=[O:17])=[O:7])([CH3:4])([CH3:3])[CH3:2], predict the reactants needed to synthesize it. The reactants are: [C:1]([O:5][C:6]([N:8]1[CH2:12][C@@:11]([F:15])([CH2:13]O)[CH2:10][C@H:9]1[C:16]([O:18][CH2:19][C:20]1[CH:25]=[CH:24][CH:23]=[CH:22][CH:21]=1)=[O:17])=[O:7])([CH3:4])([CH3:3])[CH3:2].CCN(CC)CC.CS(Cl)(=O)=O.[N-:38]=[N+:39]=[N-:40].[Na+]. (3) Given the product [Br:1][C:2]1[CH:3]=[C:4]2[C:8](=[CH:9][C:10]=1[N+:11]([O-:13])=[O:12])[N:7]([C:16]([C:17]1[CH:22]=[CH:21][CH:20]=[CH:19][CH:18]=1)([C:29]1[CH:30]=[CH:31][CH:32]=[CH:33][CH:34]=1)[C:23]1[CH:24]=[CH:25][CH:26]=[CH:27][CH:28]=1)[N:6]=[C:5]2[Cl:14], predict the reactants needed to synthesize it. The reactants are: [Br:1][C:2]1[CH:3]=[C:4]2[C:8](=[CH:9][C:10]=1[N+:11]([O-:13])=[O:12])[NH:7][N:6]=[C:5]2[Cl:14].Cl[C:16]([C:29]1[CH:34]=[CH:33][CH:32]=[CH:31][CH:30]=1)([C:23]1[CH:28]=[CH:27][CH:26]=[CH:25][CH:24]=1)[C:17]1[CH:22]=[CH:21][CH:20]=[CH:19][CH:18]=1.[H-].[Na+]. (4) The reactants are: Cl[CH2:2][C@@H:3]1[C@@H:8]2[CH2:9][CH2:10][C@@H:5]([CH:6]=[CH:7]2)[N:4]1[C@@H:11]([C:13]1[CH:18]=[CH:17][CH:16]=[CH:15][CH:14]=1)[CH3:12].[H-].[H-].[H-].[H-].[Li+].[Al+3]. Given the product [CH3:2][C@@H:3]1[C@@H:8]2[CH2:9][CH2:10][C@@H:5]([CH:6]=[CH:7]2)[N:4]1[C@@H:11]([C:13]1[CH:14]=[CH:15][CH:16]=[CH:17][CH:18]=1)[CH3:12], predict the reactants needed to synthesize it. (5) Given the product [OH:12][CH2:11][C:10]([CH3:14])([CH3:13])[C@@H:9]([NH:8][C:28]([C:27]1[C:21]2[C:22](=[N:23][CH:24]=[C:19]([CH:16]3[CH2:17][CH2:18]3)[N:20]=2)[N:25]([CH2:31][O:32][CH2:33][CH2:34][Si:35]([CH3:38])([CH3:37])[CH3:36])[CH:26]=1)=[O:29])[CH3:15], predict the reactants needed to synthesize it. The reactants are: FC(F)(F)C(O)=O.[NH2:8][C@@H:9]([CH3:15])[C:10]([CH3:14])([CH3:13])[CH2:11][OH:12].[CH:16]1([C:19]2[N:20]=[C:21]3[C:27]([C:28](O)=[O:29])=[CH:26][N:25]([CH2:31][O:32][CH2:33][CH2:34][Si:35]([CH3:38])([CH3:37])[CH3:36])[C:22]3=[N:23][CH:24]=2)[CH2:18][CH2:17]1.F[B-](F)(F)F.N1(OC(N(C)C)=[N+](C)C)C2C=CC=CC=2N=N1.C(N(CC)C(C)C)(C)C.